From a dataset of Reaction yield outcomes from USPTO patents with 853,638 reactions. Predict the reaction yield, written as a fraction of the theoretical maximum amount of product (1.0 means a 100% yield; for example, 0.34 means a 34% yield). The reactants are Br[C:2]1[N:7]=[CH:6][C:5]2[N:8]=[C:9]([CH3:14])[N:10]([CH:11]([CH3:13])[CH3:12])[C:4]=2[CH:3]=1.[Cl:15][C:16]1[N:21]=[C:20]([NH2:22])[CH:19]=[CH:18][N:17]=1.CC1(C)C2C(=C(P(C3C=CC=CC=3)C3C=CC=CC=3)C=CC=2)OC2C(P(C3C=CC=CC=3)C3C=CC=CC=3)=CC=CC1=2.C([O-])([O-])=O.[Cs+].[Cs+]. The catalyst is O1CCOCC1. The product is [Cl:15][C:16]1[N:21]=[C:20]([NH:22][C:2]2[N:7]=[CH:6][C:5]3[N:8]=[C:9]([CH3:14])[N:10]([CH:11]([CH3:13])[CH3:12])[C:4]=3[CH:3]=2)[CH:19]=[CH:18][N:17]=1. The yield is 0.261.